From a dataset of NCI-60 drug combinations with 297,098 pairs across 59 cell lines. Regression. Given two drug SMILES strings and cell line genomic features, predict the synergy score measuring deviation from expected non-interaction effect. (1) Drug 1: CC(CN1CC(=O)NC(=O)C1)N2CC(=O)NC(=O)C2. Cell line: OVCAR-4. Synergy scores: CSS=12.2, Synergy_ZIP=-4.90, Synergy_Bliss=-3.75, Synergy_Loewe=-1.62, Synergy_HSA=-1.81. Drug 2: CC1=CC=C(C=C1)C2=CC(=NN2C3=CC=C(C=C3)S(=O)(=O)N)C(F)(F)F. (2) Drug 1: C1=CN(C(=O)N=C1N)C2C(C(C(O2)CO)O)O.Cl. Drug 2: CC1=C(C(=CC=C1)Cl)NC(=O)C2=CN=C(S2)NC3=CC(=NC(=N3)C)N4CCN(CC4)CCO. Cell line: T-47D. Synergy scores: CSS=4.76, Synergy_ZIP=5.07, Synergy_Bliss=11.1, Synergy_Loewe=0.0870, Synergy_HSA=0.984.